Predict the reactants needed to synthesize the given product. From a dataset of Full USPTO retrosynthesis dataset with 1.9M reactions from patents (1976-2016). (1) Given the product [C:16]1([C:2]2[CH:3]=[CH:4][C:5]3[NH:6][C:7]4[C:12]([C:13]=3[CH:14]=2)=[CH:11][C:10]([C:25]2[CH:30]=[CH:29][CH:28]=[CH:27][CH:26]=2)=[CH:9][CH:8]=4)[CH:21]=[CH:20][CH:19]=[CH:18][CH:17]=1, predict the reactants needed to synthesize it. The reactants are: Br[C:2]1[CH:3]=[CH:4][C:5]2[NH:6][C:7]3[C:12]([C:13]=2[CH:14]=1)=[CH:11][C:10](Br)=[CH:9][CH:8]=3.[C:16]1(B(O)O)[CH:21]=[CH:20][CH:19]=[CH:18][CH:17]=1.[CH:25]1(P([CH:25]2[CH2:30][CH2:29][CH2:28][CH2:27][CH2:26]2)C2C=CC=CC=2C2C(OC)=CC=CC=2OC)[CH2:30][CH2:29][CH2:28][CH2:27][CH2:26]1.O.P([O-])([O-])([O-])=O.[K+].[K+].[K+]. (2) Given the product [NH3:5].[CH3:1][OH:2].[CH3:15][O:14][C:12]([C:8]1[CH:7]=[C:6]2[C:11]([C:3]([N:17]([CH3:18])[CH3:16])=[CH:4][N:5]2[CH3:21])=[CH:10][CH:9]=1)=[O:13], predict the reactants needed to synthesize it. The reactants are: [CH:1]([C:3]1[C:11]2[C:6](=[CH:7][C:8]([C:12]([O:14][CH3:15])=[O:13])=[CH:9][CH:10]=2)[NH:5][CH:4]=1)=[O:2].[CH3:16][NH:17][CH3:18].[BH4-].[Na+].[CH3:21]O. (3) Given the product [Br:1][C:2]1[S:3][C:4]([NH:32][C:33](=[O:39])[O:34][C:35]([CH3:38])([CH3:37])[CH3:36])=[C:5]([C:7](=[O:31])[NH:8][C:9]2[CH:10]=[N:11][N:12]([CH2:28][CH3:29])[C:13]=2[N:14]2[CH2:20][CH2:19][CH2:18][C@@H:17]([NH:21][C:22](=[O:27])[C:23]([F:24])([F:25])[F:26])[CH2:16][CH2:15]2)[N:6]=1, predict the reactants needed to synthesize it. The reactants are: [Br:1][C:2]1[S:3][C:4]([NH:32][C:33](=[O:39])[O:34][C:35]([CH3:38])([CH3:37])[CH3:36])=[C:5]([C:7](=[O:31])[NH:8][C:9]2[CH:10]=[N:11][N:12]([CH:28]3C[CH2:29]3)[C:13]=2[N:14]2[CH2:20][CH2:19][CH2:18][C@@H:17]([NH:21][C:22](=[O:27])[C:23]([F:26])([F:25])[F:24])[CH2:16][CH2:15]2)[N:6]=1.C(N1C(N2CCC[C@@H](NC(=O)C(F)(F)F)CC2)=C([N+]([O-])=O)C=N1)C. (4) Given the product [CH2:30]([O:29][C:28]([NH:27][C:24]1[CH:23]=[CH:22][C:21]([CH:18]2[CH2:19][CH2:20][C:5](=[CH:4][C:6]([O:8][CH3:39])=[O:7])[CH2:16][CH2:17]2)=[N:26][CH:25]=1)=[O:37])[C:31]1[CH:32]=[CH:33][CH:34]=[CH:35][CH:36]=1, predict the reactants needed to synthesize it. The reactants are: [H-].[Na+].C[C:4](P(OC)(O)=O)([C:6]([O-:8])=[O:7])[CH3:5].O=C1[CH2:20][CH2:19][CH:18]([C:21]2[N:26]=[CH:25][C:24]([NH:27][C:28](=[O:37])[O:29][CH2:30][C:31]3[CH:36]=[CH:35][CH:34]=[CH:33][CH:32]=3)=[CH:23][CH:22]=2)[CH2:17][CH2:16]1.O.[CH2:39]1COCC1. (5) The reactants are: [CH2:1]1[C:9]2[C:4](=[CH:5][C:6]([C:10]3([C:13]([NH:15][C:16]4[N:21]=[C:20]([C:22]5[CH:23]=[N:24][C:25]([O:28]C)=[CH:26][CH:27]=5)[C:19]([CH3:30])=[CH:18][CH:17]=4)=[O:14])[CH2:12][CH2:11]3)=[CH:7][CH:8]=2)[CH2:3][CH2:2]1.[Si](I)(C)(C)C.CO.C(OCC)(=O)C. Given the product [CH2:1]1[C:9]2[C:4](=[CH:5][C:6]([C:10]3([C:13]([NH:15][C:16]4[CH:17]=[CH:18][C:19]([CH3:30])=[C:20]([C:22]5[CH:27]=[CH:26][C:25](=[O:28])[NH:24][CH:23]=5)[N:21]=4)=[O:14])[CH2:12][CH2:11]3)=[CH:7][CH:8]=2)[CH2:3][CH2:2]1, predict the reactants needed to synthesize it. (6) The reactants are: Cl.Cl.Cl.[CH3:4][O:5][C:6](=[O:60])[NH:7][C@H:8]([C:12]([N:14]1[CH2:18][C@@H:17]([O:19][CH3:20])[CH2:16][C@H:15]1[C:21]1[NH:22][CH:23]=[C:24]([C:26]2[CH:31]=[CH:30][C:29]([C:32]3[CH:37]=[C:36]([Cl:38])[C:35]([NH:39][C:40]([C:42]4[CH:43]=[N:44][C:45]([N:48]5[CH2:53][CH2:52][NH:51][CH2:50][C@H:49]5[CH3:54])=[CH:46][CH:47]=4)=[O:41])=[CH:34][C:33]=3[O:55][C:56]([F:59])([F:58])[F:57])=[CH:28][CH:27]=2)[N:25]=1)=[O:13])[CH:9]([CH3:11])[CH3:10].C(N(CC)C(C)C)(C)C.[CH3:70][C:71](C)([CH3:75])[C:72](Cl)=O. Given the product [CH3:4][O:5][C:6](=[O:60])[NH:7][C@H:8]([C:12]([N:14]1[CH2:18][C@@H:17]([O:19][CH3:20])[CH2:16][C@H:15]1[C:21]1[NH:22][CH:23]=[C:24]([C:26]2[CH:31]=[CH:30][C:29]([C:32]3[CH:37]=[C:36]([Cl:38])[C:35]([NH:39][C:40]([C:42]4[CH:43]=[N:44][C:45]([N:48]5[CH2:53][CH2:52][N:51]([C:71]([CH3:75])([CH3:72])[CH3:70])[CH2:50][C@H:49]5[CH3:54])=[CH:46][CH:47]=4)=[O:41])=[CH:34][C:33]=3[O:55][C:56]([F:59])([F:58])[F:57])=[CH:28][CH:27]=2)[N:25]=1)=[O:13])[CH:9]([CH3:11])[CH3:10], predict the reactants needed to synthesize it. (7) Given the product [CH2:1]([N:8]1[C:16]2[N:15]=[C:14]([O:37][C:33]3[CH:34]=[CH:35][CH:36]=[C:31]([C:30]([F:38])([F:39])[F:29])[CH:32]=3)[N:13]([CH2:18][C:19]3[CH:20]=[CH:21][C:22]([Cl:25])=[CH:23][CH:24]=3)[C:12]=2[C:11](=[O:26])[N:10]([CH3:27])[C:9]1=[O:28])[C:2]1[CH:7]=[CH:6][CH:5]=[CH:4][CH:3]=1, predict the reactants needed to synthesize it. The reactants are: [CH2:1]([N:8]1[C:16]2[N:15]=[C:14](Cl)[N:13]([CH2:18][C:19]3[CH:24]=[CH:23][C:22]([Cl:25])=[CH:21][CH:20]=3)[C:12]=2[C:11](=[O:26])[N:10]([CH3:27])[C:9]1=[O:28])[C:2]1[CH:7]=[CH:6][CH:5]=[CH:4][CH:3]=1.[F:29][C:30]([F:39])([F:38])[C:31]1[CH:32]=[C:33]([OH:37])[CH:34]=[CH:35][CH:36]=1.C(=O)([O-])[O-].[K+].[K+].